Predict the product of the given reaction. From a dataset of Forward reaction prediction with 1.9M reactions from USPTO patents (1976-2016). (1) The product is: [NH2:1][C:2]1[C:7]([F:8])=[C:6]([C:20]([O:22][CH2:23][CH3:24])=[CH2:21])[N:5]=[C:4]([C:10]([O:12][CH3:13])=[O:11])[C:3]=1[Cl:14]. Given the reactants [NH2:1][C:2]1[C:7]([F:8])=[C:6](Cl)[N:5]=[C:4]([C:10]([O:12][CH3:13])=[O:11])[C:3]=1[Cl:14].C([Sn](CCCC)(CCCC)[C:20]([O:22][CH2:23][CH3:24])=[CH2:21])CCC, predict the reaction product. (2) Given the reactants [CH2:1]([O:3][CH2:4][C:5]1[N:6]([CH2:18][CH2:19][OH:20])[C:7]2[C:16]3[CH:15]=[CH:14][CH:13]=[CH:12][C:11]=3[N:10]=[CH:9][C:8]=2[N:17]=1)[CH3:2].[CH2:21](Br)[C:22]#[CH:23], predict the reaction product. The product is: [CH2:1]([O:3][CH2:4][C:5]1[N:6]([CH2:18][CH2:19][O:20][CH2:23][C:22]#[CH:21])[C:7]2[C:16]3[CH:15]=[CH:14][CH:13]=[CH:12][C:11]=3[N:10]=[CH:9][C:8]=2[N:17]=1)[CH3:2]. (3) Given the reactants [F:1][C:2]1[CH:3]=[CH:4][C:5](B(O)O)=[C:6]2[C:10]=1[C@H:9]([O:11][C:12]1[CH:25]=[CH:24][C:15]3[C@H:16]([CH2:19][C:20]([O:22][CH3:23])=[O:21])[CH2:17][O:18][C:14]=3[CH:13]=1)[CH2:8][CH2:7]2.[CH3:29][N:30]1[CH:34]=[CH:33][N:32]=[C:31]1[C:35]1[CH:40]=[CH:39][C:38]([OH:41])=[CH:37][CH:36]=1, predict the reaction product. The product is: [CH3:23][O:22][C:20](=[O:21])[CH2:19][C@H:16]1[C:15]2[CH:24]=[CH:25][C:12]([O:11][C@H:9]3[C:10]4[C:6](=[C:5]([O:41][C:38]5[CH:37]=[CH:36][C:35]([C:31]6[N:30]([CH3:29])[CH:34]=[CH:33][N:32]=6)=[CH:40][CH:39]=5)[CH:4]=[CH:3][C:2]=4[F:1])[CH2:7][CH2:8]3)=[CH:13][C:14]=2[O:18][CH2:17]1.